From a dataset of Peptide-MHC class I binding affinity with 185,985 pairs from IEDB/IMGT. Regression. Given a peptide amino acid sequence and an MHC pseudo amino acid sequence, predict their binding affinity value. This is MHC class I binding data. (1) The peptide sequence is AIIRILQQL. The MHC is HLA-A01:01 with pseudo-sequence HLA-A01:01. The binding affinity (normalized) is 0. (2) The peptide sequence is WLWVSSSDM. The MHC is HLA-A31:01 with pseudo-sequence HLA-A31:01. The binding affinity (normalized) is 0.0847. (3) The peptide sequence is DQTHIKTIA. The MHC is HLA-A68:02 with pseudo-sequence HLA-A68:02. The binding affinity (normalized) is 0.217.